The task is: Predict the product of the given reaction.. This data is from Forward reaction prediction with 1.9M reactions from USPTO patents (1976-2016). (1) Given the reactants [F:1][C:2]([F:27])([F:26])[O:3][C:4]1[CH:9]=[CH:8][C:7]([NH:10][C:11]2[N:16]=[CH:15][N:14]=[C:13]([C:17]3[CH:25]=[CH:24][C:20]([C:21](O)=[O:22])=[CH:19][CH:18]=3)[CH:12]=2)=[CH:6][CH:5]=1.[CH3:28][NH:29][CH3:30].CN(C(ON1N=NC2C=CC=NC1=2)=[N+](C)C)C.F[P-](F)(F)(F)(F)F, predict the reaction product. The product is: [CH3:28][N:29]([CH3:30])[C:21](=[O:22])[C:20]1[CH:19]=[CH:18][C:17]([C:13]2[CH:12]=[C:11]([NH:10][C:7]3[CH:8]=[CH:9][C:4]([O:3][C:2]([F:1])([F:27])[F:26])=[CH:5][CH:6]=3)[N:16]=[CH:15][N:14]=2)=[CH:25][CH:24]=1. (2) Given the reactants Br[CH2:2][C:3]1[CH:8]=[CH:7][C:6]([N+:9]([O-:11])=[O:10])=[CH:5][CH:4]=1.[Cl:12][C:13]1[CH:14]=[N:15][CH:16]=[C:17]([Cl:34])[C:18]=1[NH:19][C:20]1[C:29]2[C:24](=[C:25]([OH:32])[C:26]([O:30][CH3:31])=[CH:27][CH:28]=2)[O:23][C:22](=[O:33])[CH:21]=1, predict the reaction product. The product is: [Cl:12][C:13]1[CH:14]=[N:15][CH:16]=[C:17]([Cl:34])[C:18]=1[NH:19][C:20]1[C:29]2[C:24](=[C:25]([O:32][CH2:2][C:3]3[CH:8]=[CH:7][C:6]([N+:9]([O-:11])=[O:10])=[CH:5][CH:4]=3)[C:26]([O:30][CH3:31])=[CH:27][CH:28]=2)[O:23][C:22](=[O:33])[CH:21]=1. (3) Given the reactants N1C(C)=CC(C)=CC=1C.[Br:10][CH2:11][CH2:12][CH2:13][CH2:14][CH2:15][CH2:16][CH2:17][CH2:18][CH2:19][CH2:20][OH:21].[C:22](Cl)(=[O:26])[C:23]([CH3:25])=[CH2:24], predict the reaction product. The product is: [Br:10][CH2:11][CH2:12][CH2:13][CH2:14][CH2:15][CH2:16][CH2:17][CH2:18][CH2:19][CH2:20][O:21][C:22](=[O:26])[C:23]([CH3:25])=[CH2:24]. (4) Given the reactants Cl.[CH3:2][O:3][C:4]1[CH:5]=[C:6]2[C:11](=[CH:12][C:13]=1[O:14][CH2:15][CH:16]1[CH2:21][CH2:20][NH:19][CH2:18][CH2:17]1)[N:10]=[CH:9][N:8]([CH2:22][O:23][C:24](=[O:29])[C:25]([CH3:28])([CH3:27])[CH3:26])[C:7]2=[O:30].[OH-].[Na+], predict the reaction product. The product is: [CH3:2][O:3][C:4]1[CH:5]=[C:6]2[C:11](=[CH:12][C:13]=1[O:14][CH2:15][CH:16]1[CH2:17][CH2:18][NH:19][CH2:20][CH2:21]1)[N:10]=[CH:9][N:8]([CH2:22][O:23][C:24](=[O:29])[C:25]([CH3:26])([CH3:27])[CH3:28])[C:7]2=[O:30].